This data is from Experimentally validated miRNA-target interactions with 360,000+ pairs, plus equal number of negative samples. The task is: Binary Classification. Given a miRNA mature sequence and a target amino acid sequence, predict their likelihood of interaction. (1) The miRNA is mmu-miR-7078-3p with sequence UACUUUUUUUAUCAUCCACAG. The protein sequence of the target gene is MADLHRQLQEYLAQGKAGGPAAAEPLLAAEKAEEPGDRPAEEWLGRAGLRWTWARSPAESAAAGLTCLPSVTRGQRLAAGGGCLLLAALCFGLAALYAPVLLLRARKFALLWSLGSALALAGSALLRGGAACGRLLRCEEAPSRPALLYMAALGATLFAALGLRSTLLTVLGAGAQVAALLAALVGLLPWGGGTALRLALGRLGRGAGLAKVLPV. Result: 0 (no interaction). (2) Result: 1 (interaction). The protein sequence of the target gene is MKLKQRVVLLAILLVIFIFTKVFLIDNLDTSAANREDQRAFHRMMTGLRVELAPKLDHTLQSPWEIAAQWVVPREVYPEETPELGAVMHAMATKKIIKADVGYKGTQLKALLILEGGQKVVFKPKRYSRDHVVEGEPYAGYDRHNAEVAAFHLDRILGFHRAPLVVGRFVNLRTEIKPVATEQLLSTFLTVGNNTCFYGKCYYCRETEPACADGDIMEGSVTLWLPDVWPLQKHRHPWGRTYREGKLARWEYDESYCDAVKKTSPYDSGPRLLDIIDTAVFDYLIGNADRHHYESFQDDE.... The miRNA is hsa-miR-449c-3p with sequence UUGCUAGUUGCACUCCUCUCUGU. (3) The miRNA is hsa-miR-548z with sequence CAAAAACCGCAAUUACUUUUGCA. The protein sequence of the target gene is MAARVLAPPGPDSFKPFTPESLANIERRIAESKLKKPPKADGSHREDDEDSKPKPNSDLEAGKSLPFIYGDIPQGLVAVPLEDFDPYYLTQKTFVVLNRGKTLFRFSATPALYILSPFNLIRRIAIKILIHSVFSMIIMCTILTNCVFMTFSNPPEWSKNVEYTFTGIYTFESLVKIIARGFCIDGFTFLRDPWNWLDFSVIMMAYVTEFVDLGNVSALRTFRVLRALKTISVIPGLKTIVGALIQSVKKLSDVMILTVFCLSVFALIGLQLFMGNLRNKCVVWPINFNESYLENGTRGF.... Result: 0 (no interaction). (4) The miRNA is hsa-miR-363-3p with sequence AAUUGCACGGUAUCCAUCUGUA. The protein sequence of the target gene is MATEGLAGALATVLGGKGLLVQSCDSEPAGKPLFPVRLRKNVCYVVLAVFLNEQDEVLMIQEAKRECRGTWYLPAGRMEPGETIVEAMQREVKEEAGLLCEPVTLLSVEERGASWIRFVFLARPTGGVLKTSKDADSESLQAGWYPRVSLPTPLRAHDVLHLVELGAKFCQQAMHPLILPQELPCSVVCQRLVTTFTTVQSVWVLVGTVGTPHLPITACGFTPMEQRGGIKVAILRLLQECLTLHSLAVETKGLLGLQHLGRDHVDGVCLNVLVTVAFRNPGIQDEPPKIRGENYFWWKV.... Result: 0 (no interaction).